From a dataset of Forward reaction prediction with 1.9M reactions from USPTO patents (1976-2016). Predict the product of the given reaction. (1) Given the reactants [ClH:1].Cl.[F:3][C:4]1[CH:9]=[C:8]([C:10]#[N:11])[CH:7]=[CH:6][C:5]=1[C:12]1[CH:17]=[CH:16][C:15]([O:18][C:19]([F:22])([F:21])[F:20])=[C:14]([CH2:23][NH:24][C@H:25]2[CH2:30][CH2:29][NH:28][CH2:27][C@H:26]2[C:31]2[CH:36]=[CH:35][CH:34]=[CH:33][CH:32]=2)[CH:13]=1.[CH3:37][N:38]1[C:42]([CH3:44])([CH3:43])[C:41](=[O:45])[N:40]([CH2:46][C:47](O)=[O:48])[C:39]1=[O:50].Cl.C(OCC)(=O)C, predict the reaction product. The product is: [ClH:1].[F:3][C:4]1[CH:9]=[C:8]([C:10]#[N:11])[CH:7]=[CH:6][C:5]=1[C:12]1[CH:17]=[CH:16][C:15]([O:18][C:19]([F:21])([F:22])[F:20])=[C:14]([CH2:23][NH:24][C@H:25]2[CH2:30][CH2:29][N:28]([C:47](=[O:48])[CH2:46][N:40]3[C:41](=[O:45])[C:42]([CH3:44])([CH3:43])[N:38]([CH3:37])[C:39]3=[O:50])[CH2:27][C@H:26]2[C:31]2[CH:32]=[CH:33][CH:34]=[CH:35][CH:36]=2)[CH:13]=1. (2) Given the reactants [Br:1][C:2]1[CH:13]=[CH:12][C:5]([C:6](N(OC)C)=[O:7])=[C:4]([F:14])[CH:3]=1.[CH3:15][Mg]Br.C(OCC)C, predict the reaction product. The product is: [Br:1][C:2]1[CH:13]=[CH:12][C:5]([C:6](=[O:7])[CH3:15])=[C:4]([F:14])[CH:3]=1. (3) Given the reactants C[Si]([N-][Si](C)(C)C)(C)C.[K+].[C:11]1([C:17]2([NH:30][C@H:31]([C:37]([O:39][C:40]([CH3:43])([CH3:42])[CH3:41])=[O:38])[CH2:32][C:33]([O:35][CH3:36])=[O:34])[C:29]3[CH:28]=[CH:27][CH:26]=[CH:25][C:24]=3[C:23]3[C:18]2=[CH:19][CH:20]=[CH:21][CH:22]=3)[CH:16]=[CH:15][CH:14]=[CH:13][CH:12]=1.[CH3:44]I.[NH4+].[Cl-], predict the reaction product. The product is: [CH3:44][CH:32]([C:33]([O:35][CH3:36])=[O:34])[C@@H:31]([C:37]([O:39][C:40]([CH3:43])([CH3:42])[CH3:41])=[O:38])[NH:30][C:17]1([C:11]2[CH:16]=[CH:15][CH:14]=[CH:13][CH:12]=2)[C:29]2[CH:28]=[CH:27][CH:26]=[CH:25][C:24]=2[C:23]2[C:18]1=[CH:19][CH:20]=[CH:21][CH:22]=2. (4) Given the reactants [CH:1]([C:3]1[C:12]2[C:7](=[CH:8][CH:9]=[CH:10][C:11]=2[NH:13][CH:14]2[CH2:19][CH2:18][CH2:17][N:16]([C:20]([O:22][C:23]([CH3:26])([CH3:25])[CH3:24])=[O:21])[CH2:15]2)[CH:6]=[N:5][CH:4]=1)=[CH2:2].CC(C)([O-])C.[K+].O.[Cl-].[NH4+], predict the reaction product. The product is: [C:23]([O:22][C:20]([N:16]1[CH2:17][CH2:18][CH2:19][CH:14]([N:13]2[C:11]3=[C:12]4[C:7](=[CH:8][CH:9]=[CH:10]3)[CH:6]=[N:5][CH:4]=[C:3]4[CH2:1][CH2:2]2)[CH2:15]1)=[O:21])([CH3:26])([CH3:25])[CH3:24]. (5) Given the reactants [C:1]1([NH:7][C@H:8]([C:10]([OH:12])=[O:11])[CH3:9])[CH:6]=[CH:5][CH:4]=[CH:3][CH:2]=1.[N:13](OCCCC)=[O:14], predict the reaction product. The product is: [N:13]([N:7]([C:1]1[CH:6]=[CH:5][CH:4]=[CH:3][CH:2]=1)[C@H:8]([C:10]([OH:12])=[O:11])[CH3:9])=[O:14]. (6) Given the reactants [CH2:1]([C@:3]12[C:16]3[C:11](=[CH:12][C:13]([OH:17])=[CH:14][CH:15]=3)[CH2:10][CH2:9][C@@H:8]1[CH2:7][C@@:6]([C:19]1[S:20][CH:21]=[CH:22][N:23]=1)([OH:18])[C@:5]([CH3:25])([OH:24])[CH2:4]2)[CH3:2].[H-].[Na+].C1C=CC(N([S:35]([C:38](F)(F)F)(=[O:37])=[O:36])[S:35]([C:38](F)(F)F)(=[O:37])=[O:36])=CC=1, predict the reaction product. The product is: [CH2:1]([C:3]12[CH2:4][C:5]([OH:24])([CH3:25])[C:6]([OH:18])([C:19]3[S:20][CH:21]=[CH:22][N:23]=3)[CH2:7][CH:8]1[CH2:9][CH2:10][C:11]1[CH:12]=[C:13]([O:17][S:35]([CH3:38])(=[O:37])=[O:36])[CH:14]=[CH:15][C:16]2=1)[CH3:2]. (7) Given the reactants [CH:1]1([CH2:4][N:5]2[C:11]3[CH:12]=[CH:13][CH:14]=[CH:15][C:10]=3[O:9][C@H:8]([C:16]3[CH:21]=[CH:20][CH:19]=[CH:18][CH:17]=3)[C@H:7]([NH:22]C(=O)OC(C)(C)C)[C:6]2=[O:30])[CH2:3][CH2:2]1, predict the reaction product. The product is: [NH2:22][C@@H:7]1[C:6](=[O:30])[N:5]([CH2:4][CH:1]2[CH2:3][CH2:2]2)[C:11]2[CH:12]=[CH:13][CH:14]=[CH:15][C:10]=2[O:9][C@@H:8]1[C:16]1[CH:21]=[CH:20][CH:19]=[CH:18][CH:17]=1.